This data is from NCI-60 drug combinations with 297,098 pairs across 59 cell lines. The task is: Regression. Given two drug SMILES strings and cell line genomic features, predict the synergy score measuring deviation from expected non-interaction effect. Synergy scores: CSS=20.4, Synergy_ZIP=-10.0, Synergy_Bliss=-0.276, Synergy_Loewe=-5.01, Synergy_HSA=1.23. Drug 1: CN1CCC(CC1)COC2=C(C=C3C(=C2)N=CN=C3NC4=C(C=C(C=C4)Br)F)OC. Drug 2: CS(=O)(=O)CCNCC1=CC=C(O1)C2=CC3=C(C=C2)N=CN=C3NC4=CC(=C(C=C4)OCC5=CC(=CC=C5)F)Cl. Cell line: TK-10.